The task is: Predict the product of the given reaction.. This data is from Forward reaction prediction with 1.9M reactions from USPTO patents (1976-2016). (1) Given the reactants Br[C:2]1[CH:3]=[C:4]([N:9]([CH3:17])[CH:10]2[CH2:15][CH2:14][N:13]([CH3:16])[CH2:12][CH2:11]2)[CH:5]=[C:6]([F:8])[CH:7]=1.C1C=CC(P(C2C(C3C(P(C4C=CC=CC=4)C4C=CC=CC=4)=CC=C4C=3C=CC=C4)=C3C(C=CC=C3)=CC=2)C2C=CC=CC=2)=CC=1.C(=[NH:77])(C1C=CC=CC=1)C1C=CC=CC=1.CC(C)([O-])C.[Na+], predict the reaction product. The product is: [F:8][C:6]1[CH:7]=[C:2]([NH2:77])[CH:3]=[C:4]([N:9]([CH3:17])[CH:10]2[CH2:15][CH2:14][N:13]([CH3:16])[CH2:12][CH2:11]2)[CH:5]=1. (2) The product is: [C:2]([C:5]1[CH:6]=[C:7]([CH:12]=[CH:13][C:14]=1[CH3:15])[C:8]([O:10][CH3:11])=[O:9])#[N:3]. Given the reactants [Cu][C:2]#[N:3].Br[C:5]1[CH:6]=[C:7]([CH:12]=[CH:13][C:14]=1[CH3:15])[C:8]([O:10][CH3:11])=[O:9], predict the reaction product.